This data is from Catalyst prediction with 721,799 reactions and 888 catalyst types from USPTO. The task is: Predict which catalyst facilitates the given reaction. (1) Reactant: C(#N)C([CH2:4][C:5]#[N:6])O.[H-].[Na+].[CH2:10]([N:17]1[CH2:22][CH2:21][N:20]([C:23]2[CH:34]=[C:27]3[C:28](O[C:31](=O)[NH:32][C:26]3=[CH:25][CH:24]=2)=[O:29])[CH2:19][CH2:18]1)[C:11]1[CH:16]=[CH:15][CH:14]=[CH:13][CH:12]=1.C[N:36](C)C=O. Product: [NH2:36][C:31]1[C:4]([C:5]#[N:6])=[C:28]([OH:29])[C:27]2[C:26](=[CH:25][CH:24]=[C:23]([N:20]3[CH2:21][CH2:22][N:17]([CH2:10][C:11]4[CH:16]=[CH:15][CH:14]=[CH:13][CH:12]=4)[CH2:18][CH2:19]3)[CH:34]=2)[N:32]=1. The catalyst class is: 6. (2) Reactant: C(N(C(C)C)C(C)C)C.[NH2:10][CH2:11][C:12]1([C:18]([O:20][CH2:21][CH3:22])=[O:19])[CH2:17][CH2:16][NH:15][CH2:14][CH2:13]1.Cl[C:24]1[C:25]2[CH:32]=[CH:31][NH:30][C:26]=2[N:27]=[CH:28][N:29]=1. Product: [NH2:10][CH2:11][C:12]1([C:18]([O:20][CH2:21][CH3:22])=[O:19])[CH2:17][CH2:16][N:15]([C:24]2[C:25]3[CH:32]=[CH:31][NH:30][C:26]=3[N:27]=[CH:28][N:29]=2)[CH2:14][CH2:13]1. The catalyst class is: 44. (3) The catalyst class is: 1. Product: [C:4]([O:3][C:1]([N:8]1[CH2:13][CH:12]=[C:11]([O:14][S:27]([C:26]([F:45])([F:44])[F:25])(=[O:29])=[O:28])[CH2:10][CH2:9]1)=[O:2])([CH3:7])([CH3:6])[CH3:5]. Reactant: [C:1]([N:8]1[CH2:13][CH2:12][C:11](=[O:14])[CH2:10][CH2:9]1)([O:3][C:4]([CH3:7])([CH3:6])[CH3:5])=[O:2].C[Si]([N-][Si](C)(C)C)(C)C.[Li+].[F:25][C:26]([F:45])([F:44])[S:27](N(C1C=CC=CC=1)[S:27]([C:26]([F:45])([F:44])[F:25])(=[O:29])=[O:28])(=[O:29])=[O:28].O. (4) Reactant: [Si]([O:8]/[N:9]=[C:10]1\[CH2:11][CH2:12][C:13]2[C:18]\1=[CH:17][CH:16]=[C:15]([NH:19][C:20]1[C:28]3[C:23](=[CH:24][N:25]=[CH:26][CH:27]=3)[S:22][C:21]=1[C:29]([O:31][CH2:32][CH3:33])=[O:30])[CH:14]=2)(C(C)(C)C)(C)C.CCCC[N+](CCCC)(CCCC)CCCC.[F-]. Product: [OH:8]/[N:9]=[C:10]1\[CH2:11][CH2:12][C:13]2[C:18]\1=[CH:17][CH:16]=[C:15]([NH:19][C:20]1[C:28]3[C:23](=[CH:24][N:25]=[CH:26][CH:27]=3)[S:22][C:21]=1[C:29]([O:31][CH2:32][CH3:33])=[O:30])[CH:14]=2. The catalyst class is: 2.